This data is from Peptide-MHC class I binding affinity with 185,985 pairs from IEDB/IMGT. The task is: Regression. Given a peptide amino acid sequence and an MHC pseudo amino acid sequence, predict their binding affinity value. This is MHC class I binding data. (1) The peptide sequence is ISDSAQNMM. The MHC is HLA-C04:01 with pseudo-sequence HLA-C04:01. The binding affinity (normalized) is 0.0847. (2) The peptide sequence is VSERLTRL. The MHC is H-2-Db with pseudo-sequence H-2-Db. The binding affinity (normalized) is 0.00610. (3) The peptide sequence is WPALSSIAA. The MHC is HLA-A03:01 with pseudo-sequence HLA-A03:01. The binding affinity (normalized) is 0.0847. (4) The binding affinity (normalized) is 0.0847. The MHC is HLA-B15:01 with pseudo-sequence HLA-B15:01. The peptide sequence is DYDDVVHEV. (5) The peptide sequence is SEIDLILGY. The binding affinity (normalized) is 0.251. The MHC is HLA-A01:01 with pseudo-sequence HLA-A01:01. (6) The peptide sequence is IQAKTKNFTI. The MHC is HLA-A02:01 with pseudo-sequence HLA-A02:01. The binding affinity (normalized) is 0.228. (7) The peptide sequence is EEDLPVTWR. The MHC is HLA-B15:01 with pseudo-sequence HLA-B15:01. The binding affinity (normalized) is 0.0847. (8) The MHC is HLA-A02:06 with pseudo-sequence HLA-A02:06. The binding affinity (normalized) is 0. The peptide sequence is TSTLQEQIAW. (9) The peptide sequence is SLPSPSRL. The MHC is HLA-A02:02 with pseudo-sequence HLA-A02:02. The binding affinity (normalized) is 0.114.